From a dataset of Peptide-MHC class I binding affinity with 185,985 pairs from IEDB/IMGT. Regression. Given a peptide amino acid sequence and an MHC pseudo amino acid sequence, predict their binding affinity value. This is MHC class I binding data. (1) The peptide sequence is GLIIISIFL. The MHC is HLA-A02:01 with pseudo-sequence HLA-A02:01. The binding affinity (normalized) is 0.604. (2) The peptide sequence is LLDPLYFEV. The MHC is HLA-A02:50 with pseudo-sequence HLA-A02:50. The binding affinity (normalized) is 1.00. (3) The peptide sequence is RANNNRLPK. The MHC is HLA-A01:01 with pseudo-sequence HLA-A01:01. The binding affinity (normalized) is 0.0847. (4) The peptide sequence is QPRAPIRPI. The MHC is HLA-A02:02 with pseudo-sequence HLA-A02:02. The binding affinity (normalized) is 0. (5) The peptide sequence is HFFTWGTMF. The MHC is HLA-A23:01 with pseudo-sequence HLA-A23:01. The binding affinity (normalized) is 0.839. (6) The peptide sequence is ALYWALMES. The MHC is HLA-B40:01 with pseudo-sequence HLA-B40:01. The binding affinity (normalized) is 0.0847.